From a dataset of Reaction yield outcomes from USPTO patents with 853,638 reactions. Predict the reaction yield, written as a fraction of the theoretical maximum amount of product (1.0 means a 100% yield; for example, 0.34 means a 34% yield). (1) The reactants are [CH3:1][C:2]1([C:8]([O:10]CC2C=CC=CC=2)=[O:9])[CH2:7][C:4]2([CH2:6][CH2:5]2)[CH2:3]1.[OH-].[Na+]. The catalyst is C1COCC1.O. The product is [CH3:1][C:2]1([C:8]([OH:10])=[O:9])[CH2:7][C:4]2([CH2:6][CH2:5]2)[CH2:3]1. The yield is 0.990. (2) The reactants are C([Li])(C)(C)C.[CH3:6][O:7][C:8]1[CH:13]=[CH:12][C:11]([C:14]2[N:15]=[C:16]([CH3:19])[S:17][CH:18]=2)=[CH:10][CH:9]=1.Br[CH2:21][CH2:22][CH2:23][CH2:24][CH2:25][CH2:26][O:27][Si:28]([C:31]([CH3:34])([CH3:33])[CH3:32])([CH3:30])[CH3:29]. The catalyst is O1CCCC1.[NH4+].[Cl-].[Cl-].[Na+].O. The product is [Si:28]([O:27][CH2:26][CH2:25][CH2:24][CH2:23][CH2:22][CH2:21][CH2:19][C:16]1[S:17][CH:18]=[C:14]([C:11]2[CH:12]=[CH:13][C:8]([O:7][CH3:6])=[CH:9][CH:10]=2)[N:15]=1)([C:31]([CH3:32])([CH3:33])[CH3:34])([CH3:30])[CH3:29]. The yield is 0.500. (3) The reactants are [CH3:1][N:2]1[C:6]([CH2:7][N:8]([CH3:13])[CH:9]2[CH2:12][O:11][CH2:10]2)=[CH:5][C:4]([NH2:14])=[N:3]1.Br[C:16]1[C:17](=[O:24])[N:18]([CH3:23])[CH:19]=[C:20]([Br:22])[CH:21]=1. No catalyst specified. The product is [Br:22][C:20]1[CH:21]=[C:16]([NH:14][C:4]2[CH:5]=[C:6]([CH2:7][N:8]([CH3:13])[CH:9]3[CH2:10][O:11][CH2:12]3)[N:2]([CH3:1])[N:3]=2)[C:17](=[O:24])[N:18]([CH3:23])[CH:19]=1. The yield is 0.630. (4) The product is [C:7]([O:9][CH2:10][C:11](=[O:13])[N:32]([CH2:33][CH2:34][O:35][CH2:36][CH3:37])[CH2:31][CH2:30][O:29][CH2:27][CH3:28])(=[O:8])/[CH:6]=[CH:5]/[C:3]([O:2][CH3:1])=[O:4]. The yield is 0.150. The catalyst is ClCCl. The reactants are [CH3:1][O:2][C:3](/[CH:5]=[CH:6]/[C:7]([O:9][CH2:10][C:11]([OH:13])=O)=[O:8])=[O:4].Cl.CN(C)CCCN=C=NCC.Cl.[CH2:27]([O:29][CH2:30][CH2:31][NH:32][CH2:33][CH2:34][O:35][CH2:36][CH3:37])[CH3:28].C(N(C(C)C)CC)(C)C. (5) The reactants are C([N:8]1[C:12]([NH:13][CH:14]2[CH2:19][CH2:18][CH:17]([O:20][Si:21]([C:24]([CH3:27])([CH3:26])[CH3:25])([CH3:23])[CH3:22])[CH2:16][CH2:15]2)=[CH:11][N:10]=[N:9]1)C1C=CC=CC=1.C([O-])=O.[NH4+].C(O)(=O)C. The catalyst is [C].[Pd].CO. The product is [Si:21]([O:20][CH:17]1[CH2:18][CH2:19][CH:14]([NH:13][C:12]2[NH:8][N:9]=[N:10][CH:11]=2)[CH2:15][CH2:16]1)([C:24]([CH3:27])([CH3:26])[CH3:25])([CH3:23])[CH3:22]. The yield is 0.650. (6) The reactants are [CH:1]1[CH:6]=[CH:5][C:4]([CH2:7][O:8][C:9]([NH:11][CH2:12][C:13]([OH:15])=O)=[O:10])=[CH:3][CH:2]=1.C(N1C=CN=C1)(N1C=CN=C1)=O.[C:28]([O:37][CH3:38])(=[O:36])[C:29]1[C:30](=[CH:32][CH:33]=[CH:34][CH:35]=1)[NH2:31]. The catalyst is O1CCCC1.C(OCC)(=O)C.CCCCCC. The product is [CH3:38][O:37][C:28](=[O:36])[C:29]1[CH:35]=[CH:34][CH:33]=[CH:32][C:30]=1[NH:31][C:13](=[O:15])[CH2:12][NH:11][C:9]([O:8][CH2:7][C:4]1[CH:3]=[CH:2][CH:1]=[CH:6][CH:5]=1)=[O:10]. The yield is 0.110. (7) The reactants are [Li]CCCC.[Cl:6][C:7]1[S:8][C:9](Cl)=[C:10]([Cl:13])[C:11]=1[Cl:12].C([O:17][C:18](=O)[C:19]([F:22])([F:21])[F:20])C. The catalyst is C1COCC1. The product is [F:20][C:19]([F:22])([F:21])[C:18]([C:9]1[S:8][C:7]([Cl:6])=[C:11]([Cl:12])[C:10]=1[Cl:13])=[O:17]. The yield is 0.819.